This data is from Forward reaction prediction with 1.9M reactions from USPTO patents (1976-2016). The task is: Predict the product of the given reaction. (1) Given the reactants [CH3:1]N(C)C=O.[NH2:6][C:7]1[C:12]([NH2:13])=[C:11]([O:14][C:15]2[CH:16]=[C:17]([NH:21][C:22](=[O:25])[CH:23]=[CH2:24])[CH:18]=[CH:19][CH:20]=2)[C:10]([Cl:26])=[CH:9][N:8]=1.C[CH:28]1[CH2:33][NH:32][CH2:31][CH2:30][N:29]1[C:34]1[CH:41]=[CH:40][C:37]([CH:38]=O)=[CH:36][CH:35]=1, predict the reaction product. The product is: [Cl:26][C:10]1[C:11]([O:14][C:15]2[CH:16]=[C:17]([NH:21][C:22](=[O:25])[CH:23]=[CH2:24])[CH:18]=[CH:19][CH:20]=2)=[C:12]2[N:13]=[C:38]([C:37]3[CH:40]=[CH:41][C:34]([N:29]4[CH2:30][CH2:31][N:32]([CH3:1])[CH2:33][CH2:28]4)=[CH:35][CH:36]=3)[NH:6][C:7]2=[N:8][CH:9]=1. (2) Given the reactants [C:1](/[N:3]=[C:4](\SC)/[N:5]([C:7]1[CH:12]=[C:11]([Cl:13])[CH:10]=[C:9]([Cl:14])[CH:8]=1)[CH3:6])#[N:2].[NH2:17][NH2:18], predict the reaction product. The product is: [Cl:13][C:11]1[CH:12]=[C:7]([N:5]([CH3:6])[C:4]2[N:3]=[C:1]([NH2:2])[NH:18][N:17]=2)[CH:8]=[C:9]([Cl:14])[CH:10]=1. (3) Given the reactants [Cl:1][C:2]1[CH:10]=[C:9]2[C:5]([C:6]([C:11]([O:13]C)=[O:12])=[CH:7][NH:8]2)=[CH:4][C:3]=1[C:15]1[CH:20]=[CH:19][C:18]([O:21][CH2:22][CH2:23][CH2:24][N:25]2[CH2:30][CH2:29][NH:28][CH2:27][CH2:26]2)=[CH:17][CH:16]=1.[OH-].[Na+], predict the reaction product. The product is: [Cl:1][C:2]1[CH:10]=[C:9]2[C:5]([C:6]([C:11]([OH:13])=[O:12])=[CH:7][NH:8]2)=[CH:4][C:3]=1[C:15]1[CH:16]=[CH:17][C:18]([O:21][CH2:22][CH2:23][CH2:24][N:25]2[CH2:26][CH2:27][NH:28][CH2:29][CH2:30]2)=[CH:19][CH:20]=1. (4) Given the reactants [C:1]([C:5]1[CH:13]=[C:12]([Br:14])[C:11]([CH3:15])=[C:7]([C:8]([OH:10])=O)[C:6]=1[OH:16])([CH3:4])([CH3:3])[CH3:2].[N+:17]([C:20]1[CH:26]=[CH:25][C:23]([NH2:24])=[C:22]([C:27]([F:30])([F:29])[F:28])[CH:21]=1)([O-:19])=[O:18], predict the reaction product. The product is: [Br:14][C:12]1[C:11]([CH3:15])=[C:7]([C:6]([OH:16])=[C:5]([C:1]([CH3:2])([CH3:3])[CH3:4])[CH:13]=1)[C:8]([NH:24][C:23]1[CH:25]=[CH:26][C:20]([N+:17]([O-:19])=[O:18])=[CH:21][C:22]=1[C:27]([F:28])([F:29])[F:30])=[O:10]. (5) Given the reactants [CH2:1]([O:3][C:4]([C:6]1([C:9]2[CH:14]=[CH:13][C:12]([C:15]3[CH:20]=[CH:19][C:18]([C:21]4[O:25][N:24]=[C:23]([CH3:26])[C:22]=4[CH:27]([OH:31])[CH2:28][CH:29]=[CH2:30])=[CH:17][CH:16]=3)=[CH:11][CH:10]=2)[CH2:8][CH2:7]1)=[O:5])[CH3:2].I[C:33]1[CH:38]=[CH:37][CH:36]=[CH:35][C:34]=1[C:39]([F:42])([F:41])[F:40], predict the reaction product. The product is: [CH2:1]([O:3][C:4]([C:6]1([C:9]2[CH:10]=[CH:11][C:12]([C:15]3[CH:20]=[CH:19][C:18]([C:21]4[O:25][N:24]=[C:23]([CH3:26])[C:22]=4[CH:27]([OH:31])[CH2:28]/[CH:29]=[CH:30]/[C:33]4[CH:38]=[CH:37][CH:36]=[CH:35][C:34]=4[C:39]([F:42])([F:41])[F:40])=[CH:17][CH:16]=3)=[CH:13][CH:14]=2)[CH2:8][CH2:7]1)=[O:5])[CH3:2].